Task: Regression/Classification. Given a drug SMILES string, predict its absorption, distribution, metabolism, or excretion properties. Task type varies by dataset: regression for continuous measurements (e.g., permeability, clearance, half-life) or binary classification for categorical outcomes (e.g., BBB penetration, CYP inhibition). Dataset: cyp2c9_veith.. Dataset: CYP2C9 inhibition data for predicting drug metabolism from PubChem BioAssay (1) The drug is COCCn1c(=O)c(-c2ccc(Cl)cc2)nc2cnc(Nc3ccccc3)nc21. The result is 0 (non-inhibitor). (2) The compound is CCOC(=O)Nc1sc(C(=O)N(C)C)c(C)c1C(=O)OCC. The result is 1 (inhibitor). (3) The result is 0 (non-inhibitor). The compound is O=C(c1nc2ccc([N+](=O)[O-])cc2[nH]c1=O)[C@@H](O)c1ccc2c(c1)OCO2. (4) The drug is O=C(NCC1CCCO1)c1ccc2c(=O)n(Cc3ccco3)c(SCC(=O)N3CCCC3)nc2c1. The result is 1 (inhibitor). (5) The compound is CCCCNC(=O)C(CC)Sc1nc2sc(C(=O)OC)c(C)c2c(=O)n1N. The result is 1 (inhibitor). (6) The drug is Cc1cccc(C)c1NC(=O)COc1cccc(/C=N/NC(=O)C(=O)NCc2ccccc2)c1. The result is 0 (non-inhibitor). (7) The molecule is CCC(=O)Nc1nnc(C(C)(C)C)s1. The result is 0 (non-inhibitor).